This data is from NCI-60 drug combinations with 297,098 pairs across 59 cell lines. The task is: Regression. Given two drug SMILES strings and cell line genomic features, predict the synergy score measuring deviation from expected non-interaction effect. Drug 2: CCN(CC)CCCC(C)NC1=C2C=C(C=CC2=NC3=C1C=CC(=C3)Cl)OC. Cell line: RXF 393. Synergy scores: CSS=43.5, Synergy_ZIP=-8.68, Synergy_Bliss=0.538, Synergy_Loewe=1.08, Synergy_HSA=3.43. Drug 1: C1=C(C(=O)NC(=O)N1)F.